This data is from Full USPTO retrosynthesis dataset with 1.9M reactions from patents (1976-2016). The task is: Predict the reactants needed to synthesize the given product. (1) Given the product [Br:1][C:2]1[CH:7]=[CH:6][C:5]2[N:8]([CH3:9])[N:11]=[N:10][C:4]=2[CH:3]=1, predict the reactants needed to synthesize it. The reactants are: [Br:1][C:2]1[CH:3]=[C:4]([NH2:10])[C:5]([NH:8][CH3:9])=[CH:6][CH:7]=1.[N:11]([O-])=O.[Na+].[OH-].[K+]. (2) Given the product [NH2:21][C:12]1[C:11]([C:32]2[CH:33]=[CH:34][C:35]([CH3:38])=[CH:36][CH:37]=2)=[C:10]([CH2:9][NH:8][C:6](=[O:7])[O:5][C:1]([CH3:2])([CH3:3])[CH3:4])[C:15]([CH2:16][CH:17]([CH3:19])[CH3:18])=[N:14][C:13]=1[CH3:20], predict the reactants needed to synthesize it. The reactants are: [C:1]([O:5][C:6]([NH:8][CH2:9][C:10]1[C:11]([C:32]2[CH:37]=[CH:36][C:35]([CH3:38])=[CH:34][CH:33]=2)=[C:12]([NH:21]C(=O)OCC2C=CC=CC=2)[C:13]([CH3:20])=[N:14][C:15]=1[CH2:16][CH:17]([CH3:19])[CH3:18])=[O:7])([CH3:4])([CH3:3])[CH3:2]. (3) Given the product [CH3:24][CH:13]1[C:12](=[O:11])[CH2:17][CH2:16][CH:15]([C:18]([O:20][CH2:21][CH3:22])=[O:19])[CH2:14]1, predict the reactants needed to synthesize it. The reactants are: C[Si](C)(C)[N-][Si](C)(C)C.[Li+].[O:11]=[C:12]1[CH2:17][CH2:16][CH:15]([C:18]([O:20][CH2:21][CH3:22])=[O:19])[CH2:14][CH2:13]1.I[CH3:24]. (4) Given the product [Br:1][C:2]1[CH:3]=[CH:4][C:5]([C:8](=[O:17])[CH2:9][CH:10]([C:11]2[CH:12]=[CH:13][CH:14]=[CH:15][CH:16]=2)[CH2:21][N+:18]([O-:20])=[O:19])=[CH:6][CH:7]=1, predict the reactants needed to synthesize it. The reactants are: [Br:1][C:2]1[CH:7]=[CH:6][C:5]([C:8](=[O:17])/[CH:9]=[CH:10]/[C:11]2[CH:16]=[CH:15][CH:14]=[CH:13][CH:12]=2)=[CH:4][CH:3]=1.[N+:18]([CH3:21])([O-:20])=[O:19].C(NCC)C. (5) Given the product [CH3:16][O:13][C:12](=[O:14])[CH2:11][C:7]1[C:6]([CH3:15])=[CH:5][N:4]2[C:8]=1[CH:9]=[CH:10][C:2]([F:1])=[CH:3]2, predict the reactants needed to synthesize it. The reactants are: [F:1][C:2]1[CH:10]=[CH:9][C:8]2[N:4]([CH:5]=[C:6]([CH3:15])[C:7]=2[CH2:11][C:12]([OH:14])=[O:13])[CH:3]=1.[CH:16]1(N=C=NC2CCCCC2)CCCCC1.CO. (6) Given the product [F:21][C:22]1[CH:27]=[C:26]([F:28])[N:25]=[C:24]([NH:29][CH2:3][C:4]2[N:8]3[CH:9]=[C:10]([CH3:13])[CH:11]=[CH:12][C:7]3=[N:6][C:5]=2[C:14]2[CH:19]=[CH:18][C:17]([F:20])=[CH:16][CH:15]=2)[N:23]=1, predict the reactants needed to synthesize it. The reactants are: Cl.Cl[CH2:3][C:4]1[N:8]2[CH:9]=[C:10]([CH3:13])[CH:11]=[CH:12][C:7]2=[N:6][C:5]=1[C:14]1[CH:19]=[CH:18][C:17]([F:20])=[CH:16][CH:15]=1.[F:21][C:22]1[CH:27]=[C:26]([F:28])[N:25]=[C:24]([NH2:29])[N:23]=1.